This data is from Forward reaction prediction with 1.9M reactions from USPTO patents (1976-2016). The task is: Predict the product of the given reaction. (1) Given the reactants [I-].[CH3:2][S+](C)(C)=O.[H-].[Na+].[CH2:9]([N:16]1[CH2:20][CH2:19][C:18](=[O:21])[CH2:17]1)[C:10]1[CH:15]=[CH:14][CH:13]=[CH:12][CH:11]=1.O, predict the reaction product. The product is: [CH2:9]([N:16]1[CH2:20][CH2:19][C:18]2([CH2:2][O:21]2)[CH2:17]1)[C:10]1[CH:11]=[CH:12][CH:13]=[CH:14][CH:15]=1. (2) Given the reactants C[O:2][C:3](=[O:32])[C:4]1[CH:9]=[CH:8][C:7]([C:10]2[N:18]=[CH:17][N:16]=[C:15]3[C:11]=2[N:12]=[CH:13][N:14]3[C:19]2[CH:24]=[C:23]([C:25](=[O:30])[NH:26][CH:27]3[CH2:29][CH2:28]3)[CH:22]=[CH:21][C:20]=2[CH3:31])=[CH:6][CH:5]=1.[OH-].[Na+].Cl, predict the reaction product. The product is: [CH:27]1([NH:26][C:25]([C:23]2[CH:22]=[CH:21][C:20]([CH3:31])=[C:19]([N:14]3[CH:13]=[N:12][C:11]4[C:15]3=[N:16][CH:17]=[N:18][C:10]=4[C:7]3[CH:6]=[CH:5][C:4]([C:3]([OH:32])=[O:2])=[CH:9][CH:8]=3)[CH:24]=2)=[O:30])[CH2:29][CH2:28]1. (3) Given the reactants F[C:2]1[CH:3]=[CH:4][C:5]([N+:10]([O-:12])=[O:11])=[C:6]([O:8][CH3:9])[CH:7]=1.C(N(CC)C(C)C)(C)C.[CH3:22][CH:23]1[CH2:28][NH:27][CH2:26][CH2:25][NH:24]1, predict the reaction product. The product is: [CH3:9][O:8][C:6]1[CH:7]=[C:2]([N:27]2[CH2:26][CH2:25][NH:24][CH:23]([CH3:22])[CH2:28]2)[CH:3]=[CH:4][C:5]=1[N+:10]([O-:12])=[O:11]. (4) Given the reactants [NH2:1][C:2]12[C:20](=[O:21])[C:19]3[C:14](=[CH:15][CH:16]=[CH:17][CH:18]=3)[C:3]1([OH:22])[O:4][C:5]1[C:10]2=[CH:9][CH:8]=[C:7]([CH:11]([CH3:13])[CH3:12])[CH:6]=1.C(N([CH2:28][CH3:29])CC)C.[C:30](Cl)(=[O:37])[CH2:31][CH2:32][CH2:33][CH2:34][CH2:35][CH3:36], predict the reaction product. The product is: [C:30]([NH:1][C:2]1([C:10]2[CH:9]=[CH:8][C:7]([CH:11]([CH3:12])[CH3:13])=[CH:6][C:5]=2[O:4][C:3](=[O:4])[CH2:2][CH2:10][CH2:9][CH2:8][CH2:28][CH3:29])[C:3](=[O:22])[C:14]2[C:19](=[CH:18][CH:17]=[CH:16][CH:15]=2)[C:20]1=[O:21])(=[O:37])[CH2:31][CH2:32][CH2:33][CH2:34][CH2:35][CH3:36]. (5) Given the reactants [F:1][C:2]1[CH:3]=[C:4]([C:9]2[C:10](=[O:23])[N:11]([CH3:22])[C:12]([NH:15][C:16]3[CH:21]=[CH:20][CH:19]=[CH:18][CH:17]=3)=[N:13][CH:14]=2)[CH:5]=[CH:6][C:7]=1[OH:8].Cl[C:25]1[CH:30]=[CH:29][N:28]=[C:27]2[N:31]([CH2:35][C:36]3[CH:41]=[CH:40][C:39]([O:42][CH3:43])=[CH:38][CH:37]=3)[N:32]=[C:33]([I:34])[C:26]=12, predict the reaction product. The product is: [F:1][C:2]1[CH:3]=[C:4]([C:9]2[C:10](=[O:23])[N:11]([CH3:22])[C:12]([NH:15][C:16]3[CH:21]=[CH:20][CH:19]=[CH:18][CH:17]=3)=[N:13][CH:14]=2)[CH:5]=[CH:6][C:7]=1[O:8][C:25]1[CH:30]=[CH:29][N:28]=[C:27]2[N:31]([CH2:35][C:36]3[CH:41]=[CH:40][C:39]([O:42][CH3:43])=[CH:38][CH:37]=3)[N:32]=[C:33]([I:34])[C:26]=12. (6) Given the reactants [ClH:1].[CH3:2][N:3]([CH3:54])[S:4]([C:7]1[CH:8]=[CH:9][C:10]([CH3:53])=[C:11]([C:13]2[CH:18]=[CH:17][CH:16]=[C:15]([CH2:19][C@H:20]([NH:35][C:36]([C@H:38]3[CH2:43][CH2:42][C@H:41]([CH2:44][NH:45]C(=O)OC(C)(C)C)[CH2:40][CH2:39]3)=[O:37])[C:21](=[O:34])[NH:22][C:23]3[CH:28]=[CH:27][C:26]([C:29]4[NH:33][N:32]=[N:31][N:30]=4)=[CH:25][CH:24]=3)[CH:14]=2)[CH:12]=1)(=[O:6])=[O:5].C(#N)C, predict the reaction product. The product is: [ClH:1].[NH2:45][CH2:44][C@H:41]1[CH2:40][CH2:39][C@H:38]([C:36]([NH:35][C@@H:20]([CH2:19][C:15]2[CH:14]=[C:13]([C:11]3[CH:12]=[C:7]([S:4](=[O:5])(=[O:6])[N:3]([CH3:2])[CH3:54])[CH:8]=[CH:9][C:10]=3[CH3:53])[CH:18]=[CH:17][CH:16]=2)[C:21](=[O:34])[NH:22][C:23]2[CH:24]=[CH:25][C:26]([C:29]3[NH:30][N:31]=[N:32][N:33]=3)=[CH:27][CH:28]=2)=[O:37])[CH2:43][CH2:42]1.